Dataset: Catalyst prediction with 721,799 reactions and 888 catalyst types from USPTO. Task: Predict which catalyst facilitates the given reaction. (1) Reactant: C[O:2][C:3](=[O:46])[C:4]1[CH:9]=[C:8]([C:10]2[CH:19]=[CH:18][C:17]3[C:12](=[CH:13][CH:14]=[C:15]([O:20][CH3:21])[CH:16]=3)[C:11]=2[O:22][C:23]2[CH:28]=[CH:27][C:26]([O:29][CH2:30][CH2:31][N:32]3[CH2:37][CH2:36][CH2:35][CH2:34][CH2:33]3)=[CH:25][CH:24]=2)[CH:7]=[CH:6][C:5]=1[O:38][CH2:39][C:40]1[CH:45]=[CH:44][CH:43]=[CH:42][CH:41]=1.[OH-].[Na+].Cl. Product: [CH2:39]([O:38][C:5]1[CH:6]=[CH:7][C:8]([C:10]2[CH:19]=[CH:18][C:17]3[C:12](=[CH:13][CH:14]=[C:15]([O:20][CH3:21])[CH:16]=3)[C:11]=2[O:22][C:23]2[CH:24]=[CH:25][C:26]([O:29][CH2:30][CH2:31][N:32]3[CH2:37][CH2:36][CH2:35][CH2:34][CH2:33]3)=[CH:27][CH:28]=2)=[CH:9][C:4]=1[C:3]([OH:46])=[O:2])[C:40]1[CH:41]=[CH:42][CH:43]=[CH:44][CH:45]=1. The catalyst class is: 5. (2) Reactant: [CH3:1][C:2]1[N:6]=[C:5]([CH3:7])[N:4]([C:8]2[N:13]=[C:12]([CH3:14])[N:11]=[C:10]([N:15]3[CH2:18][CH:17]([C:19]4[NH:23][C:22]5[CH:24]=[CH:25][CH:26]=[CH:27][C:21]=5[N:20]=4)[CH2:16]3)[CH:9]=2)[N:3]=1.[CH2:28](I)[CH3:29].C(=O)([O-])[O-].[Cs+].[Cs+]. Product: [CH3:1][C:2]1[N:6]=[C:5]([CH3:7])[N:4]([C:8]2[N:13]=[C:12]([CH3:14])[N:11]=[C:10]([N:15]3[CH2:18][CH:17]([C:19]4[N:23]([CH2:28][CH3:29])[C:22]5[CH:24]=[CH:25][CH:26]=[CH:27][C:21]=5[N:20]=4)[CH2:16]3)[CH:9]=2)[N:3]=1. The catalyst class is: 3. (3) Reactant: [Cl:1][C:2]1[CH:7]=[C:6]([N+:8]([O-:10])=[O:9])[CH:5]=[CH:4][C:3]=1[OH:11].[CH3:12][O:13][CH2:14]OCl.C(N(CC)CC)C.O. Product: [Cl:1][C:2]1[CH:7]=[C:6]([N+:8]([O-:10])=[O:9])[CH:5]=[CH:4][C:3]=1[O:11][CH2:12][O:13][CH3:14]. The catalyst class is: 9. (4) Reactant: [C:1]1([C:7]2[N:8]=[N:9][CH:10]=[C:11]([C:20]3[CH:25]=[CH:24][CH:23]=[CH:22][CH:21]=3)[C:12]=2[C:13]2[O:14][CH:15]=[C:16]([CH2:18]O)[N:17]=2)[CH:6]=[CH:5][CH:4]=[CH:3][CH:2]=1.P(Br)(Br)[Br:27]. Product: [Br:27][CH2:18][C:16]1[N:17]=[C:13]([C:12]2[C:11]([C:20]3[CH:25]=[CH:24][CH:23]=[CH:22][CH:21]=3)=[CH:10][N:9]=[N:8][C:7]=2[C:1]2[CH:6]=[CH:5][CH:4]=[CH:3][CH:2]=2)[O:14][CH:15]=1. The catalyst class is: 2. (5) Reactant: [O:1]=[C:2]1[C:7]([CH2:8][C:9]2[CH:16]=[CH:15][C:12]([C:13]#[N:14])=[CH:11][CH:10]=2)=[CH:6][NH:5][C:4](=[S:17])[NH:3]1.C([O-])([O-])=O.[K+].[K+].[Cl:24][C:25]1[CH:30]=[CH:29][C:28]([O:31][C:32]2[CH:37]=[CH:36][C:35]([CH2:38][CH2:39]I)=[CH:34][CH:33]=2)=[CH:27][C:26]=1[C:41]([F:44])([F:43])[F:42]. Product: [Cl:24][C:25]1[CH:30]=[CH:29][C:28]([O:31][C:32]2[CH:33]=[CH:34][C:35]([CH2:38][CH2:39][S:17][C:4]3[NH:5][CH:6]=[C:7]([CH2:8][C:9]4[CH:16]=[CH:15][C:12]([C:13]#[N:14])=[CH:11][CH:10]=4)[C:2](=[O:1])[N:3]=3)=[CH:36][CH:37]=2)=[CH:27][C:26]=1[C:41]([F:42])([F:43])[F:44]. The catalyst class is: 21.